This data is from Peptide-MHC class I binding affinity with 185,985 pairs from IEDB/IMGT. The task is: Regression. Given a peptide amino acid sequence and an MHC pseudo amino acid sequence, predict their binding affinity value. This is MHC class I binding data. (1) The peptide sequence is IQTPTKLMNK. The MHC is HLA-A02:02 with pseudo-sequence HLA-A02:02. The binding affinity (normalized) is 0. (2) The peptide sequence is HLYPVARQR. The MHC is HLA-A31:01 with pseudo-sequence HLA-A31:01. The binding affinity (normalized) is 0.582. (3) The peptide sequence is YEDTGKTI. The MHC is H-2-Kk with pseudo-sequence H-2-Kk. The binding affinity (normalized) is 1.00. (4) The peptide sequence is VSEKYTDMY. The MHC is HLA-B27:05 with pseudo-sequence HLA-B27:05. The binding affinity (normalized) is 0.0847.